Dataset: Full USPTO retrosynthesis dataset with 1.9M reactions from patents (1976-2016). Task: Predict the reactants needed to synthesize the given product. (1) Given the product [C:1]([NH:4][CH2:5][CH2:6][C:7]1[N:16]=[C:15]([C:17]([N:26]2[CH2:25][CH2:24][C:23]3[C:28](=[CH:29][CH:30]=[C:31]([O:32][CH3:33])[C:22]=3[OH:21])[CH2:27]2)=[O:19])[C:14]2[C:9](=[CH:10][CH:11]=[CH:12][CH:13]=2)[N:8]=1)(=[O:3])[CH3:2], predict the reactants needed to synthesize it. The reactants are: [C:1]([NH:4][CH2:5][CH2:6][C:7]1[N:16]=[C:15]([C:17]([OH:19])=O)[C:14]2[C:9](=[CH:10][CH:11]=[CH:12][CH:13]=2)[N:8]=1)(=[O:3])[CH3:2].Cl.[OH:21][C:22]1[C:31]([O:32][CH3:33])=[CH:30][CH:29]=[C:28]2[C:23]=1[CH2:24][CH2:25][NH:26][CH2:27]2. (2) Given the product [CH2:42]([O:41][C:38]1[S:39][CH:40]=[C:36]([C:18]2[CH:17]=[C:16]3[C:21]([CH2:22][CH:23]([CH3:24])[N:14]([C:12]4[CH:13]=[C:8]([N:5]5[CH2:4][CH2:3][N:2]([CH3:1])[CH2:7][CH2:6]5)[N:9]=[C:10]([NH2:34])[N:11]=4)[CH2:15]3)=[CH:20][CH:19]=2)[N:37]=1)[CH3:43], predict the reactants needed to synthesize it. The reactants are: [CH3:1][N:2]1[CH2:7][CH2:6][N:5]([C:8]2[CH:13]=[C:12]([N:14]3[CH:23]([CH3:24])[CH2:22][C:21]4[C:16](=[CH:17][C:18](B5OC(C)(C)C(C)(C)O5)=[CH:19][CH:20]=4)[CH2:15]3)[N:11]=[C:10]([NH2:34])[N:9]=2)[CH2:4][CH2:3]1.Br[C:36]1[N:37]=[C:38]([O:41][CH2:42][CH3:43])[S:39][CH:40]=1. (3) Given the product [CH2:20]1[C:2]2([CH2:3][CH2:4][CH2:5][CH2:6][C:1]2=[O:7])[CH2:17][CH2:16][CH2:15]1, predict the reactants needed to synthesize it. The reactants are: [C:1]1(=[O:7])[CH2:6][CH2:5][CH2:4][CH2:3][CH2:2]1.CC(C)([O-])C.[K+].O.[C:15]1(C)[CH:20]=CC=[CH:17][CH:16]=1. (4) Given the product [Cl:1][C:2]1[CH:7]=[CH:6][C:5]([C@H:8]2[N:15]3[C:11]([S:12][C:13]([C:19]([N:21]4[C@H:42]([CH3:43])[CH2:41][CH2:40][C@H:22]4[C:23]([N:25]4[CH2:29][C@@H:28]([CH2:30][F:31])[C@@H:27]([N:32]([CH3:33])[CH3:52])[CH2:26]4)=[O:24])=[O:20])=[C:14]3[CH:16]([CH3:18])[CH3:17])=[N:10][C@:9]2([C:45]2[CH:46]=[CH:47][C:48]([Cl:51])=[CH:49][CH:50]=2)[CH3:44])=[CH:4][CH:3]=1, predict the reactants needed to synthesize it. The reactants are: [Cl:1][C:2]1[CH:7]=[CH:6][C:5]([C@H:8]2[N:15]3[C:11]([S:12][C:13]([C:19]([N:21]4[C@H:42]([CH3:43])[CH2:41][CH2:40][C@H:22]4[C:23]([N:25]4[CH2:29][C@@H:28]([CH2:30][F:31])[C@@H:27]([NH:32][C:33](=O)OC(C)(C)C)[CH2:26]4)=[O:24])=[O:20])=[C:14]3[CH:16]([CH3:18])[CH3:17])=[N:10][C@:9]2([C:45]2[CH:50]=[CH:49][C:48]([Cl:51])=[CH:47][CH:46]=2)[CH3:44])=[CH:4][CH:3]=1.[C:52]1(OC)C=CC=CC=1.Cl.O1CCOCC1.C=O.C(O)(=O)C.C([BH3-])#N.[Na+]. (5) Given the product [CH2:15]([N:22]1[CH2:28][CH2:27][CH2:26][C:25]([C:2]2[CH:9]=[CH:8][CH:7]=[CH:6][C:3]=2[CH2:4][OH:5])([OH:29])[CH2:24][CH2:23]1)[C:16]1[CH:17]=[CH:18][CH:19]=[CH:20][CH:21]=1, predict the reactants needed to synthesize it. The reactants are: Br[C:2]1[CH:9]=[CH:8][CH:7]=[CH:6][C:3]=1[CH2:4][OH:5].C([Mg]Cl)C.[Mg].[CH2:15]([N:22]1[CH2:28][CH2:27][CH2:26][C:25](=[O:29])[CH2:24][CH2:23]1)[C:16]1[CH:21]=[CH:20][CH:19]=[CH:18][CH:17]=1.[Cl-].[NH4+]. (6) Given the product [NH:22]1[C:23]2[C:19](=[CH:18][C:17]([NH:16][C:14](=[O:15])/[CH:13]=[CH:12]/[C:3]3[CH:4]=[CH:5][C:6]([C:8]([F:11])([F:10])[F:9])=[CH:7][C:2]=3[C:29]3[CH:30]=[CH:31][N:26]=[CH:27][CH:28]=3)=[CH:25][CH:24]=2)[CH:20]=[CH:21]1, predict the reactants needed to synthesize it. The reactants are: Br[C:2]1[CH:7]=[C:6]([C:8]([F:11])([F:10])[F:9])[CH:5]=[CH:4][C:3]=1/[CH:12]=[CH:13]/[C:14]([NH:16][C:17]1[CH:18]=[C:19]2[C:23](=[CH:24][CH:25]=1)[NH:22][CH:21]=[CH:20]2)=[O:15].[N:26]1[CH:31]=[CH:30][C:29](B(O)O)=[CH:28][CH:27]=1.